From a dataset of Forward reaction prediction with 1.9M reactions from USPTO patents (1976-2016). Predict the product of the given reaction. (1) Given the reactants [Li]CCCC.CCCCCC.Br[C:13]1[C:18]([C:19]([F:22])([F:21])[F:20])=[CH:17][C:16]([Br:23])=[CH:15][N:14]=1.[CH:24](N1CCOCC1)=[O:25], predict the reaction product. The product is: [Br:23][C:16]1[CH:17]=[C:18]([C:19]([F:22])([F:21])[F:20])[C:13]([CH:24]=[O:25])=[N:14][CH:15]=1. (2) The product is: [Cl:30][C:21]1[CH:22]=[C:17]2[C:18]([NH:24][C:27](=[O:28])[CH:13]3[CH2:12][N:11]([C:1]([O:3][CH2:4][C:5]4[CH:10]=[CH:9][CH:8]=[CH:7][CH:6]=4)=[O:2])[CH2:16][CH2:15][N:14]32)=[CH:19][CH:20]=1. Given the reactants [C:1]([N:11]1[CH2:16][CH2:15][N:14]([C:17]2[CH:22]=[CH:21][C:20](Cl)=[CH:19][C:18]=2[N+:24]([O-])=O)[CH:13]([C:27](O)=[O:28])[CH2:12]1)([O:3][CH2:4][C:5]1[CH:10]=[CH:9][CH:8]=[CH:7][CH:6]=1)=[O:2].[ClH:30], predict the reaction product. (3) Given the reactants [C:1]([O:5][C:6](=[O:32])[NH:7][C@@H:8]([CH2:19][C:20]1[C:28]2[C:23](=[CH:24][CH:25]=[C:26]([O:29][CH2:30][CH3:31])[CH:27]=2)[NH:22][CH:21]=1)[C:9]([N:11]1[CH2:15][CH2:14][CH2:13][C@H:12]1[C:16](=O)[NH2:17])=[O:10])([CH3:4])([CH3:3])[CH3:2].N1C=CN=C1.O=P(Cl)(Cl)Cl, predict the reaction product. The product is: [C:1]([O:5][C:6](=[O:32])[NH:7][C@@H:8]([CH2:19][C:20]1[C:28]2[C:23](=[CH:24][CH:25]=[C:26]([O:29][CH2:30][CH3:31])[CH:27]=2)[NH:22][CH:21]=1)[C:9]([N:11]1[CH2:15][CH2:14][CH2:13][C@H:12]1[C:16]#[N:17])=[O:10])([CH3:3])([CH3:4])[CH3:2]. (4) The product is: [O:32]=[C:30]1[N:16]([C:17]2[CH:22]=[CH:21][C:20]([N:23]3[CH2:28][CH2:27][O:26][CH2:25][C:24]3=[O:29])=[CH:19][CH:18]=2)[CH2:15][C@H:2]([CH2:3][N:4]2[C:12](=[O:13])[C:11]3[C:6](=[CH:7][CH:8]=[CH:9][CH:10]=3)[C:5]2=[O:14])[O:1]1. Given the reactants [OH:1][C@H:2]([CH2:15][NH:16][C:17]1[CH:22]=[CH:21][C:20]([N:23]2[CH2:28][CH2:27][O:26][CH2:25][C:24]2=[O:29])=[CH:19][CH:18]=1)[CH2:3][N:4]1[C:12](=[O:13])[C:11]2[C:6](=[CH:7][CH:8]=[CH:9][CH:10]=2)[C:5]1=[O:14].[CH2:30]([OH:32])C, predict the reaction product.